From a dataset of Reaction yield outcomes from USPTO patents with 853,638 reactions. Predict the reaction yield, written as a fraction of the theoretical maximum amount of product (1.0 means a 100% yield; for example, 0.34 means a 34% yield). (1) The reactants are Br[C@H:2]1[CH2:7][CH2:6][C@@H:5]([C:8]([NH2:10])=[O:9])[CH2:4][C@H:3]1[OH:11].[N-:12]=[N+:13]=[N-:14].[Na+]. The catalyst is CN(C=O)C. The product is [N:12]([C@@H:2]1[CH2:7][CH2:6][C@@H:5]([C:8]([NH2:10])=[O:9])[CH2:4][C@H:3]1[OH:11])=[N+:13]=[N-:14]. The yield is 0.570. (2) The reactants are [CH:1]1([C:4]([N:6]2[CH2:11][CH2:10][N:9](C(OCC3C=CC=CC=3)=O)[CH2:8][CH2:7]2)=[O:5])[CH2:3][CH2:2]1. The catalyst is C(O)C.[C].[Pd]. The product is [CH:1]1([C:4]([N:6]2[CH2:11][CH2:10][NH:9][CH2:8][CH2:7]2)=[O:5])[CH2:2][CH2:3]1. The yield is 0.973. (3) The reactants are [CH3:1][C:2]1[CH:3]=[CH:4][C:5]2[O:10][CH2:9][C:8](=[O:11])[NH:7][C:6]=2[CH:12]=1.[H-].[Na+].FC1C=C2C(C=CC(=O)N2CCN2CCC(NCC3C=CC4OCC(=O)NC=4N=3)CC2)=CC=1.COC1C=C2C(C=CC(=O)N2[CH2:60][CH2:61][N:62]2[CH2:67][CH2:66][CH:65]([NH:68][C:69](=[O:75])[O:70][C:71]([CH3:74])([CH3:73])[CH3:72])[CH2:64][CH2:63]2)=CC=1. The catalyst is ClCCl.CO. The product is [CH3:1][C:2]1[CH:3]=[CH:4][C:5]2[O:10][CH2:9][C:8](=[O:11])[N:7]([CH2:60][CH2:61][N:62]3[CH2:67][CH2:66][CH:65]([NH:68][C:69](=[O:75])[O:70][C:71]([CH3:74])([CH3:73])[CH3:72])[CH2:64][CH2:63]3)[C:6]=2[CH:12]=1. The yield is 0.660. (4) The reactants are [NH2:1][CH2:2][C:3]1[CH:20]=[CH:19][C:6]2[N:7]=[C:8]([N:10]3[CH2:15][CH2:14][N:13]([CH:16]4[CH2:18][CH2:17]4)[CH2:12][CH2:11]3)[S:9][C:5]=2[CH:4]=1.C(N(CC)CC)C.[Cl:28][CH2:29][CH2:30][CH2:31][S:32](Cl)(=[O:34])=[O:33]. The catalyst is C(Cl)Cl. The product is [CH:16]1([N:13]2[CH2:14][CH2:15][N:10]([C:8]3[S:9][C:5]4[CH:4]=[C:3]([CH2:2][NH:1][S:32]([CH2:31][CH2:30][CH2:29][Cl:28])(=[O:34])=[O:33])[CH:20]=[CH:19][C:6]=4[N:7]=3)[CH2:11][CH2:12]2)[CH2:17][CH2:18]1. The yield is 0.395. (5) The reactants are [CH2:1]([NH:7][CH2:8][CH2:9][CH2:10][CH2:11][CH2:12][CH3:13])[CH2:2][CH2:3][CH2:4][CH2:5][CH3:6].[CH2:14]([O:16][C:17]1[C:21](OCC)=[N:20][S:19](=[O:26])(=[O:25])[N:18]=1)[CH3:15]. The catalyst is C(O)C. The product is [CH2:8]([N:7]([C:21]1[C:17]([O:16][CH2:14][CH3:15])=[N:18][S:19](=[O:26])(=[O:25])[N:20]=1)[CH2:1][CH2:2][CH2:3][CH2:4][CH2:5][CH3:6])[CH2:9][CH2:10][CH2:11][CH2:12][CH3:13]. The yield is 0.720. (6) The reactants are [F:1][C:2]([F:11])([F:10])[C:3]1[C:4]([OH:9])=[N:5][CH:6]=[CH:7][CH:8]=1.[N+:12]([O-])([OH:14])=[O:13].OS(O)(=O)=O. No catalyst specified. The product is [N+:12]([C:7]1[CH:8]=[C:3]([C:2]([F:1])([F:10])[F:11])[C:4]([OH:9])=[N:5][CH:6]=1)([O-:14])=[O:13]. The yield is 0.733. (7) The reactants are [Cl-].[NH4+].[Cl:3][C:4]1[C:9]([CH3:10])=[CH:8][C:7]([N+:11]([O-])=O)=[CH:6][N:5]=1. The catalyst is CO. The product is [Cl:3][C:4]1[N:5]=[CH:6][C:7]([NH2:11])=[CH:8][C:9]=1[CH3:10]. The yield is 0.420.